This data is from Peptide-MHC class II binding affinity with 134,281 pairs from IEDB. The task is: Regression. Given a peptide amino acid sequence and an MHC pseudo amino acid sequence, predict their binding affinity value. This is MHC class II binding data. The peptide sequence is AAATAGTTVYKAFAA. The MHC is HLA-DPA10103-DPB10601 with pseudo-sequence HLA-DPA10103-DPB10601. The binding affinity (normalized) is 0.0801.